From a dataset of Full USPTO retrosynthesis dataset with 1.9M reactions from patents (1976-2016). Predict the reactants needed to synthesize the given product. (1) Given the product [F:32][C:33]1[CH:34]=[C:35]([C:39]2[C:40]3[N:46]=[C:1]([C:3]4[C:11]5[C:6](=[N:7][CH:8]=[C:9]([C:12]6[CH:13]=[C:14]([NH:18][C:19](=[O:24])[C:20]([CH3:22])([CH3:21])[CH3:23])[CH:15]=[N:16][CH:17]=6)[CH:10]=5)[NH:5][N:4]=4)[NH:45][C:41]=3[CH:42]=[N:43][CH:44]=2)[CH:36]=[CH:37][CH:38]=1, predict the reactants needed to synthesize it. The reactants are: [CH:1]([C:3]1[C:11]2[C:6](=[N:7][CH:8]=[C:9]([C:12]3[CH:13]=[C:14]([NH:18][C:19](=[O:24])[C:20]([CH3:23])([CH3:22])[CH3:21])[CH:15]=[N:16][CH:17]=3)[CH:10]=2)[N:5](C2CCCCO2)[N:4]=1)=O.[S].[F:32][C:33]1[CH:34]=[C:35]([C:39]2[C:40]([NH2:46])=[C:41]([NH2:45])[CH:42]=[N:43][CH:44]=2)[CH:36]=[CH:37][CH:38]=1.C(Cl)Cl.C(O)(C(F)(F)F)=O. (2) The reactants are: Br[C:2]1[NH:3][C:4]2[C:9]([C:10]=1[CH:11]1[CH2:16][CH2:15][CH2:14][CH2:13][CH2:12]1)=[CH:8][CH:7]=[C:6]([C:17]([O:19][CH3:20])=[O:18])[CH:5]=2.[CH:21]([C:23]1[CH:28]=[CH:27][CH:26]=[CH:25][C:24]=1B(O)O)=[CH2:22].C([O-])([O-])=O.[Na+].[Na+].CCOC(C)=O. Given the product [CH:11]1([C:10]2[C:9]3[C:4](=[CH:5][C:6]([C:17]([O:19][CH3:20])=[O:18])=[CH:7][CH:8]=3)[NH:3][C:2]=2[C:24]2[CH:25]=[CH:26][CH:27]=[CH:28][C:23]=2[CH:21]=[CH2:22])[CH2:16][CH2:15][CH2:14][CH2:13][CH2:12]1, predict the reactants needed to synthesize it.